Task: Predict the product of the given reaction.. Dataset: Forward reaction prediction with 1.9M reactions from USPTO patents (1976-2016) (1) The product is: [Br:1][C:2]1[CH:7]=[CH:6][C:5]([C:14]2[CH:15]=[CH:16][C:11]([Si:10]([CH3:21])([CH3:20])[CH3:9])=[CH:12][CH:13]=2)=[CH:4][CH:3]=1. Given the reactants [Br:1][C:2]1[CH:7]=[CH:6][C:5](I)=[CH:4][CH:3]=1.[CH3:9][Si:10]([CH3:21])([CH3:20])[C:11]1[CH:16]=[CH:15][C:14](B(O)O)=[CH:13][CH:12]=1.C(=O)([O-])[O-].[K+].[K+], predict the reaction product. (2) Given the reactants [N:1]1[CH:6]=[CH:5][CH:4]=[C:3]([CH:7]2[CH:13]3[N:14]([C:15]([N:17]4[C:26]5[C:21](=[CH:22][CH:23]=[CH:24][CH:25]=5)[CH2:20][CH2:19][CH2:18]4)=[O:16])[CH:10]([CH2:11][CH2:12]3)[CH2:9][CH2:8]2)[CH:2]=1.[ClH:27], predict the reaction product. The product is: [ClH:27].[N:1]1[CH:6]=[CH:5][CH:4]=[C:3]([CH:7]2[CH:13]3[N:14]([C:15]([N:17]4[C:26]5[C:21](=[CH:22][CH:23]=[CH:24][CH:25]=5)[CH2:20][CH2:19][CH2:18]4)=[O:16])[CH:10]([CH2:11][CH2:12]3)[CH2:9][CH2:8]2)[CH:2]=1. (3) Given the reactants [NH2:1][C:2]1[CH:10]=[CH:9][CH:8]=[C:7]([Cl:11])[C:3]=1[C:4]([OH:6])=O.O=S(Cl)Cl.[Cl:16][C:17]1[CH:23]=[CH:22][CH:21]=[CH:20][C:18]=1[NH2:19], predict the reaction product. The product is: [NH2:1][C:2]1[CH:10]=[CH:9][CH:8]=[C:7]([Cl:11])[C:3]=1[C:4]([NH:19][C:18]1[CH:20]=[CH:21][CH:22]=[CH:23][C:17]=1[Cl:16])=[O:6]. (4) Given the reactants Cl[C:2]1[N:7]=[C:6]([Cl:8])[N:5]=[C:4]([NH:9][N:10]2[CH2:14][C:13](=[O:15])[NH:12][C:11]2=[O:16])[N:3]=1.C([O-])([O-])=O.[K+].[K+].[CH3:23][O:24][C:25]1[CH:30]=[CH:29][C:28]([CH2:31][NH2:32])=[CH:27][CH:26]=1, predict the reaction product. The product is: [Cl:8][C:6]1[N:7]=[C:2]([NH:32][CH2:31][C:28]2[CH:29]=[CH:30][C:25]([O:24][CH3:23])=[CH:26][CH:27]=2)[N:3]=[C:4]([NH:9][N:10]2[CH2:14][C:13](=[O:15])[NH:12][C:11]2=[O:16])[N:5]=1. (5) Given the reactants [CH2:1]1[C@@H:6]([NH:7][C:8]([C@@H:10]([OH:14])[CH2:11][CH2:12][NH2:13])=[O:9])[C@H:5]([O:15][C@H:16]2[O:21][C@H:20]([CH2:22][OH:23])[C@@H:19]([OH:24])[C@H:18]([NH2:25])[C@H:17]2[OH:26])[C@@H:4]([OH:27])[C@H:3]([O:28][C@H:29]2[O:34][C@H:33]([CH2:35][NH2:36])[C@@H:32]([OH:37])[C@H:31]([OH:38])[C@H:30]2[OH:39])[C@H:2]1[NH2:40].OS(O)(=O)=O.C(NN)(=O)CCCCC(NN)=O.C1[C@@H](N)[C@H](O[C@H]2O[C@H](CO)[C@@H](O)[C@H](N)[C@H]2O)[C@@H](O)[C@H](O[C@H]2O[C@H](CN)[C@@H](O)C[C@H]2N)[C@H]1N.S([O-])([O-])(=O)=O.C1[C@@H](N)[C@H](O[C@H]2O[C@H](CO)[C@@H](O)[C@H](N)[C@H]2O)[C@@H](O)[C@H](O[C@H]2O[C@H](CN)[C@@H](O)C[C@H]2N)[C@H]1N.S([O-])([O-])(=O)=O.CCC[C@H]1CN(C)[C@H](C(N[C@H]([C@@H](Cl)C)[C@H]2O[C@H](SC)[C@H](O)[C@@H](O)[C@H]2O)=O)C1.Cl.C1[C@@H](NC([C@@H](O)CCN)=O)[C@H](O[C@H]2O[C@H](CO)[C@@H](O)[C@H](N)[C@H]2O)[C@@H](O)[C@H](O[C@H]2O[C@H](CN)[C@@H](O)[C@H](O)[C@H]2O)[C@H]1N.S([O-])([O-])(=O)=O, predict the reaction product. The product is: [CH2:1]1[C@@H:6]([NH:7][C:8]([C@@H:10]([OH:14])[CH2:11][CH2:12][NH2:13])=[O:9])[C@H:5]([O:15][C@H:16]2[O:21][C@H:20]([CH2:22][OH:23])[C@@H:19]([OH:24])[C@H:18]([NH2:25])[C@H:17]2[OH:26])[C@@H:4]([OH:27])[C@H:3]([O:28][C@H:29]2[O:34][C@H:33]([CH2:35][NH2:36])[C@@H:32]([OH:37])[C@H:31]([OH:38])[C@H:30]2[OH:39])[C@H:2]1[NH2:40]. (6) Given the reactants [OH:1][CH2:2][CH2:3][C:4]1[CH:5]=[C:6]([CH:17]=[CH:18][C:19]=1[O:20][CH3:21])[CH2:7][CH:8]([C:13]([O:15][CH3:16])=[O:14])[C:9]([O:11][CH3:12])=[O:10].[Cl:22][C:23]1[CH:28]=[CH:27][CH:26]=[CH:25][C:24]=1[N:29]=[C:30]=[O:31], predict the reaction product. The product is: [Cl:22][C:23]1[CH:28]=[CH:27][CH:26]=[CH:25][C:24]=1[NH:29][C:30]([O:1][CH2:2][CH2:3][C:4]1[CH:5]=[C:6]([CH:17]=[CH:18][C:19]=1[O:20][CH3:21])[CH2:7][CH:8]([C:9]([O:11][CH3:12])=[O:10])[C:13]([O:15][CH3:16])=[O:14])=[O:31].